Dataset: Full USPTO retrosynthesis dataset with 1.9M reactions from patents (1976-2016). Task: Predict the reactants needed to synthesize the given product. (1) Given the product [OH:33][C:28]1([C:26]#[C:27][C:2]2[CH:3]=[CH:4][C:5]([N:8]3[CH2:13][CH2:12][N:11]([C:14]([C:16]4[CH:21]=[CH:20][CH:19]=[CH:18][C:17]=4[C:22]([F:25])([F:24])[F:23])=[O:15])[CH2:10][CH2:9]3)=[N:6][CH:7]=2)[CH2:32][CH2:31][CH2:30][CH2:29]1, predict the reactants needed to synthesize it. The reactants are: I[C:2]1[CH:3]=[CH:4][C:5]([N:8]2[CH2:13][CH2:12][N:11]([C:14]([C:16]3[CH:21]=[CH:20][CH:19]=[CH:18][C:17]=3[C:22]([F:25])([F:24])[F:23])=[O:15])[CH2:10][CH2:9]2)=[N:6][CH:7]=1.[C:26]([C:28]1([OH:33])[CH2:32][CH2:31][CH2:30][CH2:29]1)#[CH:27]. (2) The reactants are: [ClH:1].[C:2]([CH2:4][C:5]1([N:16]2[CH:20]=[C:19]([B:21]3[O:25][C:24]([CH3:27])([CH3:26])[C:23]([CH3:29])([CH3:28])[O:22]3)[CH:18]=[N:17]2)[CH2:8][N:7](C(OC(C)(C)C)=O)[CH2:6]1)#[N:3]. Given the product [ClH:1].[CH3:28][C:23]1([CH3:29])[C:24]([CH3:26])([CH3:27])[O:25][B:21]([C:19]2[CH:18]=[N:17][N:16]([C:5]3([CH2:4][C:2]#[N:3])[CH2:6][NH:7][CH2:8]3)[CH:20]=2)[O:22]1.[ClH:1], predict the reactants needed to synthesize it. (3) Given the product [F:44][C:41]([F:42])([F:43])[C:39]1[CH:38]=[C:5]([CH:4]=[C:3]([C:2]([F:1])([F:46])[F:45])[CH:40]=1)[C:6]([N:8]1[CH2:13][CH2:12][N:11]([CH2:14][C:15]#[C:16][CH2:17][N:18]2[CH2:23][CH2:22][O:21][CH2:20][C@H:19]2[C:24]([OH:26])=[O:25])[CH2:10][C@H:9]1[CH2:29][C:30]1[CH:35]=[CH:34][C:33]([CH3:36])=[C:32]([CH3:37])[CH:31]=1)=[O:7], predict the reactants needed to synthesize it. The reactants are: [F:1][C:2]([F:46])([F:45])[C:3]1[CH:4]=[C:5]([CH:38]=[C:39]([C:41]([F:44])([F:43])[F:42])[CH:40]=1)[C:6]([N:8]1[CH2:13][CH2:12][N:11]([CH2:14][C:15]#[C:16][CH2:17][N:18]2[CH2:23][CH2:22][O:21][CH2:20][C@H:19]2[C:24]([O:26]CC)=[O:25])[CH2:10][C@H:9]1[CH2:29][C:30]1[CH:35]=[CH:34][C:33]([CH3:36])=[C:32]([CH3:37])[CH:31]=1)=[O:7].[OH-].[Na+]. (4) Given the product [ClH:2].[CH3:7][O:8][C:9]([CH3:13])([CH3:12])[C:10](=[NH:1])[NH2:11], predict the reactants needed to synthesize it. The reactants are: [NH4+:1].[Cl-:2].C[Al](C)C.[CH3:7][O:8][C:9]([CH3:13])([CH3:12])[C:10]#[N:11].CO. (5) Given the product [CH:42]([N:37]([C:35]1[CH:34]=[CH:33][N:32]=[C:31]([NH:2][CH2:3][C:4]2[C:5](=[O:14])[NH:6][C:7]3[C:12]([CH:13]=2)=[CH:11][CH:10]=[CH:9][CH:8]=3)[N:36]=1)[S:38]([CH3:41])(=[O:39])=[O:40])([CH3:44])[CH3:43], predict the reactants needed to synthesize it. The reactants are: Cl.[NH2:2][CH2:3][C:4]1[C:5](=[O:14])[NH:6][C:7]2[C:12]([CH:13]=1)=[CH:11][CH:10]=[CH:9][CH:8]=2.CC(N(C)C)=O.C(N(CC)C(C)C)(C)C.Cl[C:31]1[N:36]=[C:35]([N:37]([CH:42]([CH3:44])[CH3:43])[S:38]([CH3:41])(=[O:40])=[O:39])[CH:34]=[CH:33][N:32]=1.C(N(CC)C(C)C)(C)C.